Task: Predict the reactants needed to synthesize the given product.. Dataset: Full USPTO retrosynthesis dataset with 1.9M reactions from patents (1976-2016) (1) The reactants are: [CH3:1][O:2][C:3]1[CH:4]=[C:5]2[CH2:14][CH:13]([CH2:15][CH:16]3[CH2:21][CH2:20][N:19]([CH2:22][C:23]4[CH:24]=[CH:25][CH:26]=[CH:27][CH:28]=4)[CH2:18][CH2:17]3)[C:11](=O)[C:6]2=[CH:7][C:8]=1[O:9][CH3:10].[BH4-].[Na+].CO.Cl. Given the product [CH2:22]([N:19]1[CH2:18][CH2:17][CH:16]([CH2:15][C:13]2[CH2:14][C:5]3[C:6]([CH:11]=2)=[CH:7][C:8]([O:9][CH3:10])=[C:3]([O:2][CH3:1])[CH:4]=3)[CH2:21][CH2:20]1)[C:23]1[CH:28]=[CH:27][CH:26]=[CH:25][CH:24]=1, predict the reactants needed to synthesize it. (2) Given the product [Cl:40][C:41]1[CH:42]=[C:43]([CH:45]=[CH:46][C:47]=1[O:48][CH2:49][C:50]1[CH:55]=[CH:54][CH:53]=[C:52]([F:56])[CH:51]=1)[NH:44][C:29]1[C:38]2[C:33](=[CH:34][CH:35]=[CH:36][C:37]=2[F:39])[N:32]=[CH:31][N:30]=1, predict the reactants needed to synthesize it. The reactants are: ClC1C=C(C=CC=1OCC1C=CC=CN=1)NC1C2C(=CC=CC=2F)N=CN=1.Cl[C:29]1[C:38]2[C:33](=[CH:34][CH:35]=[CH:36][C:37]=2[F:39])[N:32]=[CH:31][N:30]=1.[Cl:40][C:41]1[CH:42]=[C:43]([CH:45]=[CH:46][C:47]=1[O:48][CH2:49][C:50]1[CH:55]=[CH:54][CH:53]=[C:52]([F:56])[CH:51]=1)[NH2:44].